From a dataset of Forward reaction prediction with 1.9M reactions from USPTO patents (1976-2016). Predict the product of the given reaction. The product is: [OH:23][CH2:22][C@H:20]([NH:2][C@H:3]([C:7]1([CH3:13])[CH2:12][CH2:11][CH2:10][CH2:9][CH2:8]1)[C:4]#[N:29])[C:14]1[CH:19]=[CH:18][CH:17]=[CH:16][CH:15]=1. Given the reactants Cl.[NH2:2][C@@H:3]([C:7]1([CH3:13])[CH2:12][CH2:11][CH2:10][CH2:9][CH2:8]1)[C:4](O)=O.[C:14]1([C@H:20]([CH2:22][OH:23])N)[CH:19]=[CH:18][CH:17]=[CH:16][CH:15]=1.C[Si](C#[N:29])(C)C.Cl.[OH-].[Na+], predict the reaction product.